The task is: Regression. Given a peptide amino acid sequence and an MHC pseudo amino acid sequence, predict their binding affinity value. This is MHC class I binding data.. This data is from Peptide-MHC class I binding affinity with 185,985 pairs from IEDB/IMGT. (1) The peptide sequence is FFLPIFSEF. The MHC is HLA-A24:02 with pseudo-sequence HLA-A24:02. The binding affinity (normalized) is 0.678. (2) The peptide sequence is RANDWDFVV. The MHC is HLA-B07:02 with pseudo-sequence HLA-B07:02. The binding affinity (normalized) is 0.